From a dataset of Forward reaction prediction with 1.9M reactions from USPTO patents (1976-2016). Predict the product of the given reaction. The product is: [NH2:48][C:44]1[N:43]=[C:42]([C:41]2[C:36]([O:35][C:34]3[CH:33]=[CH:32][C:31]([NH:29][C:22]4[C:23]5[C:28](=[CH:27][CH:26]=[CH:25][CH:24]=5)[C:19]([C:16]5[S:17][CH:18]=[C:14]([CH3:13])[CH:15]=5)=[N:20][N:21]=4)=[CH:50][CH:49]=3)=[N:37][CH:38]=[CH:39][CH:40]=2)[CH:47]=[CH:46][N:45]=1. Given the reactants ClC1C2C(=CC=CC=2)C(Cl)=NN=1.[CH3:13][C:14]1[CH:15]=[C:16]([C:19]2[C:28]3[C:23](=[CH:24][CH:25]=[CH:26][CH:27]=3)[C:22]([NH2:29])=[N:21][N:20]=2)[S:17][CH:18]=1.N[C:31]1[CH:50]=[CH:49][C:34]([O:35][C:36]2[C:41]([C:42]3[CH:47]=[CH:46][N:45]=[C:44]([NH2:48])[N:43]=3)=[CH:40][CH:39]=[CH:38][N:37]=2)=[CH:33][CH:32]=1.ClC1C2C(=CC=CC=2)C(C2SC=C(C)C=2)=NN=1, predict the reaction product.